Dataset: Full USPTO retrosynthesis dataset with 1.9M reactions from patents (1976-2016). Task: Predict the reactants needed to synthesize the given product. (1) Given the product [NH2:1][C:2]1[C:7]([F:8])=[C:6]([C:9]2[CH:14]=[CH:13][C:12]([Cl:15])=[C:11]([O:16][CH3:17])[C:10]=2[F:18])[N:5]=[C:4]([C:19]([O:21][CH3:22])=[O:20])[C:3]=1[Cl:33], predict the reactants needed to synthesize it. The reactants are: [NH2:1][C:2]1[C:7]([F:8])=[C:6]([C:9]2[CH:14]=[CH:13][C:12]([Cl:15])=[C:11]([O:16][CH3:17])[C:10]=2[F:18])[N:5]=[C:4]([C:19]([O:21][CH:22](C)C)=[O:20])[CH:3]=1.NC1C(F)=C([Cl:33])N=C(C(OC)=O)C=1Cl. (2) Given the product [SH:14][CH:5]([CH3:9])[CH2:6][CH2:7][CH2:8][CH:2]([CH3:1])[C:3]([OH:4])=[O:10], predict the reactants needed to synthesize it. The reactants are: [CH3:1][CH:2]1[CH2:8][CH2:7][CH2:6][CH:5]([CH3:9])[O:4][C:3]1=[O:10].I.NC(N)=[S:14].[OH-].[Na+]. (3) Given the product [CH3:54][N:52]([CH2:50][C:48]1[CH:47]=[C:38]2[N:37]([CH:49]=1)[N:36]=[C:35]([C:31]1[CH:30]=[C:29]([CH2:28][OH:27])[CH:34]=[CH:33][CH:32]=1)[N:40]=[C:39]2[N:41]1[CH2:42][CH2:43][O:44][CH2:45][CH2:46]1)[CH3:53], predict the reactants needed to synthesize it. The reactants are: NC1C=CC(C2N=C(N3CCOCC3)C3=CC(CN(C)C)=CN3N=2)=CC=1.[OH:27][CH2:28][C:29]1[CH:30]=[C:31]([C:35]2[N:40]=[C:39]([N:41]3[CH2:46][CH2:45][O:44][CH2:43][CH2:42]3)[C:38]3=[CH:47][C:48]([C:50]([N:52]([CH3:54])[CH3:53])=O)=[CH:49][N:37]3[N:36]=2)[CH:32]=[CH:33][CH:34]=1. (4) Given the product [C:1]([C:5]([C:8]([C:11]([C:14]([C:17]([C:20]([C:23]([CH2:26][CH2:27][I:29])([F:24])[F:25])([F:21])[F:22])([F:18])[F:19])([F:16])[F:15])([F:13])[F:12])([F:10])[F:9])([F:7])[F:6])([F:4])([F:3])[F:2], predict the reactants needed to synthesize it. The reactants are: [C:1]([C:5]([C:8]([C:11]([C:14]([C:17]([C:20]([C:23]([CH:26]=[CH2:27])([F:25])[F:24])([F:22])[F:21])([F:19])[F:18])([F:16])[F:15])([F:13])[F:12])([F:10])[F:9])([F:7])[F:6])([F:4])([F:3])[F:2].[Al](I)(I)[I:29].C(=O)=O.CC(C)=O. (5) Given the product [CH2:33]([O:40][C:41]1[CH:46]=[CH:45][C:44]([N:47]2[CH2:52][CH2:51][N:50]([C:12](=[O:14])[CH2:11][NH:10][C:8]([C:7]3[CH:6]=[C:5]([O:4][C:1](=[O:3])[CH3:2])[CH:17]=[CH:16][CH:15]=3)=[O:9])[CH2:49][CH2:48]2)=[CH:43][CH:42]=1)[C:34]1[CH:39]=[CH:38][CH:37]=[CH:36][CH:35]=1, predict the reactants needed to synthesize it. The reactants are: [C:1]([O:4][C:5]1[CH:6]=[C:7]([CH:15]=[CH:16][CH:17]=1)[C:8]([NH:10][CH2:11][C:12]([OH:14])=O)=[O:9])(=[O:3])[CH3:2].C(N(CC)CC)C.ClC(OCC(C)C)=O.[CH2:33]([O:40][C:41]1[CH:46]=[CH:45][C:44]([N:47]2[CH2:52][CH2:51][NH:50][CH2:49][CH2:48]2)=[CH:43][CH:42]=1)[C:34]1[CH:39]=[CH:38][CH:37]=[CH:36][CH:35]=1. (6) The reactants are: FC(F)(F)C(O)=O.FC(F)(F)C(O)=O.FC(F)(F)C(O)=O.[NH2:22][C:23]1[N:28]2[N:29]=[CH:30][C:31]([C:32]3[CH:33]=[CH:34][C:35]([C:38]([OH:41])([CH3:40])[CH3:39])=[N:36][CH:37]=3)=[C:27]2[N:26]=[C:25]([CH:42]2[CH2:48][CH:47]3[NH:49][CH:44]([CH2:45][CH2:46]3)[CH2:43]2)[C:24]=1I.[CH3:51][S:52]([O-:54])=[O:53].[Na+].CS(C)=O. Given the product [NH2:22][C:23]1[N:28]2[N:29]=[CH:30][C:31]([C:32]3[CH:33]=[CH:34][C:35]([C:38]([OH:41])([CH3:40])[CH3:39])=[N:36][CH:37]=3)=[C:27]2[N:26]=[C:25]([CH:42]2[CH2:48][CH:47]3[NH:49][CH:44]([CH2:45][CH2:46]3)[CH2:43]2)[C:24]=1[S:52]([CH3:51])(=[O:54])=[O:53], predict the reactants needed to synthesize it. (7) The reactants are: C(O[C:6]([N:8]1[C@@:17]([CH3:21])([C:18]([OH:20])=[O:19])[CH2:16][C:15]2[C:10](=[CH:11][C:12]([O:22][CH3:23])=[CH:13][CH:14]=2)[CH2:9]1)=O)(C)(C)C.N(CC)(CC)CC.Cl. Given the product [CH3:23][O:22][C:12]1[CH:11]=[C:10]2[C:15]([CH2:16][C@:17]([CH3:21])([C:18]([OH:20])=[O:19])[N:8]([CH3:6])[CH2:9]2)=[CH:14][CH:13]=1, predict the reactants needed to synthesize it. (8) Given the product [Br:1][C:2]1[CH:11]=[C:10]([CH2:12][N:13]2[CH2:17][CH2:16][CH2:15][S:14]2(=[O:19])=[O:18])[CH:9]=[CH:8][C:3]=1[C:4]([N:31]1[CH2:32][CH2:33][N:28]([C:22]2[C:21]([CH3:20])=[CH:26][C:25]([CH3:27])=[CH:24][N:23]=2)[CH2:29][CH2:30]1)=[O:6], predict the reactants needed to synthesize it. The reactants are: [Br:1][C:2]1[CH:11]=[C:10]([CH2:12][N:13]2[CH2:17][CH2:16][CH2:15][S:14]2(=[O:19])=[O:18])[CH:9]=[CH:8][C:3]=1[C:4]([O:6]C)=O.[CH3:20][C:21]1[C:22]([N:28]2[CH2:33][CH2:32][NH:31][CH2:30][CH2:29]2)=[N:23][CH:24]=[C:25]([CH3:27])[CH:26]=1. (9) Given the product [CH3:27][O:26][N:25]([CH3:24])[C:6]([C:3]1([C:2]([F:10])([F:9])[F:1])[CH2:5][CH2:4]1)=[O:7], predict the reactants needed to synthesize it. The reactants are: [F:1][C:2]([F:10])([F:9])[C:3]1([C:6](O)=[O:7])[CH2:5][CH2:4]1.Cl.CN(C)CCCN=C=NCC.Cl.[CH3:24][NH:25][O:26][CH3:27].CCN(C(C)C)C(C)C.